This data is from Full USPTO retrosynthesis dataset with 1.9M reactions from patents (1976-2016). The task is: Predict the reactants needed to synthesize the given product. (1) Given the product [F:1][C:2]1[CH:3]=[CH:4][C:5]([NH:11][CH2:12][CH2:13][C:14]([F:17])([F:16])[F:15])=[C:6]([CH:10]=1)[C:7]([NH:53][C:49]([CH3:50])([C:51]#[CH:52])[CH3:48])=[O:9], predict the reactants needed to synthesize it. The reactants are: [F:1][C:2]1[CH:3]=[CH:4][C:5]([NH:11][CH2:12][CH2:13][C:14]([F:17])([F:16])[F:15])=[C:6]([CH:10]=1)[C:7]([OH:9])=O.CCN=C=NCCCN(C)C.C1C=CC2N(O)N=NC=2C=1.CCN(C(C)C)C(C)C.[CH3:48][C:49]([NH2:53])([C:51]#[CH:52])[CH3:50]. (2) The reactants are: Br[CH2:2][CH2:3][CH2:4][C:5]#[N:6].[NH:7]1[CH2:12][CH2:11][O:10][CH2:9][CH2:8]1.O1CCCC1. Given the product [O:10]1[CH2:11][CH2:12][N:7]([CH2:2][CH2:3][CH2:4][C:5]#[N:6])[CH2:8][CH2:9]1, predict the reactants needed to synthesize it. (3) Given the product [C:1]([O:5][C:6]([N:8]1[CH2:9][CH:10]2[CH:14]([CH2:13][NH:12][CH2:11]2)[CH2:15]1)=[O:7])([CH3:4])([CH3:2])[CH3:3], predict the reactants needed to synthesize it. The reactants are: [C:1]([O:5][C:6]([N:8]1[CH2:15][CH:14]2[CH:10]([CH2:11][N:12](CC3C=CC=CC=3)[CH2:13]2)[CH2:9]1)=[O:7])([CH3:4])([CH3:3])[CH3:2].C([O-])=O.[NH4+].